Dataset: Peptide-MHC class I binding affinity with 185,985 pairs from IEDB/IMGT. Task: Regression. Given a peptide amino acid sequence and an MHC pseudo amino acid sequence, predict their binding affinity value. This is MHC class I binding data. (1) The peptide sequence is VGIPTHRHI. The MHC is HLA-A30:02 with pseudo-sequence HLA-A30:02. The binding affinity (normalized) is 0.140. (2) The peptide sequence is VPRRKAKII. The MHC is HLA-B15:01 with pseudo-sequence HLA-B15:01. The binding affinity (normalized) is 0. (3) The peptide sequence is RQDLLVTFK. The MHC is HLA-A11:01 with pseudo-sequence HLA-A11:01. The binding affinity (normalized) is 0.511. (4) The peptide sequence is GLVSLLGSA. The MHC is HLA-A02:03 with pseudo-sequence HLA-A02:03. The binding affinity (normalized) is 0.869. (5) The peptide sequence is ATRAVMMGL. The MHC is HLA-B27:05 with pseudo-sequence HLA-B27:05. The binding affinity (normalized) is 0.0847. (6) The peptide sequence is IILFILFFA. The MHC is HLA-A68:02 with pseudo-sequence HLA-A68:02. The binding affinity (normalized) is 0.456. (7) The peptide sequence is HLPGFGTAF. The MHC is HLA-A80:01 with pseudo-sequence HLA-A80:01. The binding affinity (normalized) is 0.0847. (8) The MHC is HLA-B08:02 with pseudo-sequence HLA-B08:02. The binding affinity (normalized) is 0.0847. The peptide sequence is YKDANISMY.